Dataset: Reaction yield outcomes from USPTO patents with 853,638 reactions. Task: Predict the reaction yield, written as a fraction of the theoretical maximum amount of product (1.0 means a 100% yield; for example, 0.34 means a 34% yield). (1) The reactants are [Cl:1][C:2]1[C:7]2OCO[C:6]=2[CH:5]=[C:4]([C:11]2[C:15]([C:16]([F:19])([F:18])[F:17])=[N:14][N:13]([C:20]3[N:25]=[CH:24][CH:23]=[CH:22][N:21]=3)[C:12]=2[NH2:26])[CH:3]=1.[H-].[Na+].[CH2:29]([N:31]=[C:32]=[O:33])[CH3:30].[OH2:34]. The catalyst is O1CCCC1. The product is [Cl:1][C:2]1[CH:3]=[C:4]([C:11]2[C:15]([C:16]([F:18])([F:17])[F:19])=[N:14][N:13]([C:20]3[N:25]=[CH:24][CH:23]=[CH:22][N:21]=3)[C:12]=2[N:26]([C:32](=[O:33])[NH:31][CH2:29][CH3:30])[C:20]([NH:13][CH2:12][CH3:11])=[O:34])[CH:5]=[C:6]([C:16]([F:19])([F:18])[F:17])[CH:7]=1. The yield is 0.160. (2) The reactants are [CH:1]1([NH:6][CH2:7][CH2:8][C:9]([O:11][CH3:12])=[O:10])[CH2:5][CH2:4][CH2:3][CH2:2]1.[C:13](=O)([O-])[O-].[K+].[K+].Cl[C:20]1[N:25]=[C:24](Cl)[C:23]([N+:27]([O-:29])=[O:28])=[CH:22][N:21]=1. The catalyst is CC(C)=O. The product is [CH:1]1([N:6]([CH2:7][CH2:8][C:9]([O:11][CH3:12])=[O:10])[C:22]2[C:23]([N+:27]([O-:29])=[O:28])=[CH:24][N:25]=[C:20]([CH3:13])[N:21]=2)[CH2:2][CH2:3][CH2:4][CH2:5]1. The yield is 0.650.